This data is from Ames mutagenicity test results for genotoxicity prediction. The task is: Regression/Classification. Given a drug SMILES string, predict its toxicity properties. Task type varies by dataset: regression for continuous values (e.g., LD50, hERG inhibition percentage) or binary classification for toxic/non-toxic outcomes (e.g., AMES mutagenicity, cardiotoxicity, hepatotoxicity). Dataset: ames. The drug is CC(CCC(=O)O)C1CCC2C3CCC4CC(O)CCC4(C)C3CC(=O)C12C. The result is 0 (non-mutagenic).